From a dataset of Full USPTO retrosynthesis dataset with 1.9M reactions from patents (1976-2016). Predict the reactants needed to synthesize the given product. (1) Given the product [Br:1][C:2]1[CH:3]=[CH:4][C:5]([C:9]([O:11][CH3:12])=[O:10])=[N:6][C:7]=1[Cl:15], predict the reactants needed to synthesize it. The reactants are: [Br:1][C:2]1[CH:3]=[CH:4][C:5]([C:9]([O:11][CH3:12])=[O:10])=[N+:6]([O-])[CH:7]=1.P(Cl)(Cl)([Cl:15])=O.O. (2) The reactants are: [OH:1][C:2]1([C:5]([OH:7])=O)[CH2:4][CH2:3]1.[CH:8]1([C:11]2[C:12]([O:21][CH2:22][CH:23]3[CH2:25][CH2:24]3)=[CH:13][C:14]([C:17](=[N:19]O)[NH2:18])=[N:15][CH:16]=2)[CH2:10][CH2:9]1. Given the product [CH:8]1([C:11]2[C:12]([O:21][CH2:22][CH:23]3[CH2:25][CH2:24]3)=[CH:13][C:14]([C:17]3[N:19]=[C:5]([C:2]4([OH:1])[CH2:4][CH2:3]4)[O:7][N:18]=3)=[N:15][CH:16]=2)[CH2:10][CH2:9]1, predict the reactants needed to synthesize it. (3) Given the product [C:1]([C:5]1[CH:10]=[CH:9][C:8]([N:11]2[C:15](=[O:16])[C:14]([CH3:18])([CH3:17])[N:13]([CH2:19][C:20]3[CH:25]=[CH:24][N:23]=[C:22]([NH:28][C:27]([NH:35][CH:31]4[CH2:34][CH2:33][CH2:32]4)=[O:26])[CH:21]=3)[C:12]2=[O:30])=[CH:7][CH:6]=1)([CH3:4])([CH3:3])[CH3:2], predict the reactants needed to synthesize it. The reactants are: [C:1]([C:5]1[CH:10]=[CH:9][C:8]([N:11]2[C:15](=[O:16])[C:14]([CH3:18])([CH3:17])[N:13]([CH2:19][C:20]3[CH:25]=[CH:24][N:23]4[O:26][C:27](=S)[N:28]=[C:22]4[CH:21]=3)[C:12]2=[O:30])=[CH:7][CH:6]=1)([CH3:4])([CH3:3])[CH3:2].[CH:31]1([NH2:35])[CH2:34][CH2:33][CH2:32]1.